This data is from Reaction yield outcomes from USPTO patents with 853,638 reactions. The task is: Predict the reaction yield, written as a fraction of the theoretical maximum amount of product (1.0 means a 100% yield; for example, 0.34 means a 34% yield). (1) The reactants are [CH2:1]([C:6]1[CH:11]=[CH:10][CH:9]=[CH:8][CH:7]=1)[C:2]([CH3:5])([CH3:4])[CH3:3].[N+:12]([O-])(O)=O.[C:16]([O:19]C(=O)C)(=O)[CH3:17]. The catalyst is CO.[Pd]. The product is [CH2:1]([C:6]1[CH:7]=[CH:8][C:9]([NH:12][C:16](=[O:19])[CH3:17])=[CH:10][CH:11]=1)[C:2]([CH3:5])([CH3:4])[CH3:3]. The yield is 0.220. (2) The reactants are [NH2:1][C:2]1[CH:10]=[C:9]2[C:5]([CH2:6][O:7][C:8]2=[O:11])=[CH:4][CH:3]=1.[C:12](Cl)(=[O:19])[O:13][CH2:14][C:15]([Cl:18])([Cl:17])[Cl:16].N1C=CC=CC=1. The catalyst is ClCCl. The product is [O:11]=[C:8]1[C:9]2[C:5](=[CH:4][CH:3]=[C:2]([NH:1][C:12](=[O:19])[O:13][CH2:14][C:15]([Cl:18])([Cl:17])[Cl:16])[CH:10]=2)[CH2:6][O:7]1. The yield is 0.580.